Dataset: Reaction yield outcomes from USPTO patents with 853,638 reactions. Task: Predict the reaction yield, written as a fraction of the theoretical maximum amount of product (1.0 means a 100% yield; for example, 0.34 means a 34% yield). (1) The reactants are Br[C:2]1[CH:21]=[CH:20][C:5]2[N:6]=[C:7]([N:9]3[CH2:14][CH2:13][N:12]([CH:15]4[CH2:19][CH2:18][CH2:17][CH2:16]4)[CH2:11][CH2:10]3)[S:8][C:4]=2[CH:3]=1.[Cu][C:23]#[N:24]. The catalyst is CN1CCCC1=O.[Cu]I. The product is [CH:15]1([N:12]2[CH2:13][CH2:14][N:9]([C:7]3[S:8][C:4]4[CH:3]=[C:2]([C:23]#[N:24])[CH:21]=[CH:20][C:5]=4[N:6]=3)[CH2:10][CH2:11]2)[CH2:19][CH2:18][CH2:17][CH2:16]1. The yield is 0.300. (2) The reactants are [CH2:1]([O:8][N:9]1[C:15](=[O:16])[N:14]2[CH2:17][C@H:10]1[CH2:11][CH2:12][C@H:13]2[C:18]([OH:20])=O)[C:2]1[CH:7]=[CH:6][CH:5]=[CH:4][CH:3]=1.[NH2:21][O:22][CH2:23][C:24]([NH2:26])=[O:25].ON1C2C=CC=CC=2N=N1.Cl.C(N=C=NCCCN(C)C)C. The catalyst is C(Cl)Cl. The product is [NH2:26][C:24](=[O:25])[CH2:23][O:22][NH:21][C:18]([C@@H:13]1[CH2:12][CH2:11][C@@H:10]2[CH2:17][N:14]1[C:15](=[O:16])[N:9]2[O:8][CH2:1][C:2]1[CH:3]=[CH:4][CH:5]=[CH:6][CH:7]=1)=[O:20]. The yield is 0.810. (3) The reactants are [Cl:1][C:2]1[CH:7]=[CH:6][CH:5]=[CH:4][C:3]=1[C:8]1[CH:13]=[CH:12][CH:11]=[CH:10][C:9]=1[CH2:14][C:15]#[N:16].[NH2:17][OH:18]. The catalyst is C(O)C. The product is [Cl:1][C:2]1[CH:7]=[CH:6][CH:5]=[CH:4][C:3]=1[C:8]1[CH:13]=[CH:12][CH:11]=[CH:10][C:9]=1[CH2:14][C:15]([NH:17][OH:18])=[NH:16]. The yield is 0.917. (4) The reactants are Cl[C:2]1[N:11]=[C:10]([N:12]2[CH2:17][CH2:16][O:15][CH2:14][CH2:13]2)[C:9]2[C:4](=[C:5]3[CH:20]=[CH:19][N:18]([CH2:21][CH2:22][N:23]([CH3:25])[CH3:24])[C:6]3=[CH:7][CH:8]=2)[N:3]=1.[OH:26][CH2:27][C:28]1[CH:29]=[C:30](B(O)O)[CH:31]=[CH:32][CH:33]=1.C([O-])([O-])=O.[Na+].[Na+]. The catalyst is C1C=CC([P]([Pd]([P](C2C=CC=CC=2)(C2C=CC=CC=2)C2C=CC=CC=2)([P](C2C=CC=CC=2)(C2C=CC=CC=2)C2C=CC=CC=2)[P](C2C=CC=CC=2)(C2C=CC=CC=2)C2C=CC=CC=2)(C2C=CC=CC=2)C2C=CC=CC=2)=CC=1.C(COC)OC. The product is [CH3:24][N:23]([CH3:25])[CH2:22][CH2:21][N:18]1[C:6]2=[CH:7][CH:8]=[C:9]3[C:4]([N:3]=[C:2]([C:32]4[CH:33]=[C:28]([CH2:27][OH:26])[CH:29]=[CH:30][CH:31]=4)[N:11]=[C:10]3[N:12]3[CH2:17][CH2:16][O:15][CH2:14][CH2:13]3)=[C:5]2[CH:20]=[CH:19]1. The yield is 0.780. (5) The yield is 0.990. The product is [C:11]([C:7]1[C:8]([CH3:10])=[CH:9][C:4]([CH:1]([OH:3])[CH3:2])=[C:5]([O:24][CH3:25])[C:6]=1[CH:13]1[CH2:14][N:15]([C:17]([O:19][C:20]([CH3:21])([CH3:23])[CH3:22])=[O:18])[CH2:16]1)#[N:12]. The reactants are [C:1]([C:4]1[C:5]([O:24][CH3:25])=[C:6]([CH:13]2[CH2:16][N:15]([C:17]([O:19][C:20]([CH3:23])([CH3:22])[CH3:21])=[O:18])[CH2:14]2)[C:7]([C:11]#[N:12])=[C:8]([CH3:10])[CH:9]=1)(=[O:3])[CH3:2].[BH4-].[Na+]. The catalyst is CO.C(OCC)(=O)C.O. (6) The reactants are [C:1]([O:5][C:6]([NH:8][C:9]1[CH:10]=[CH:11][C:12]([CH3:24])=[C:13]([C:15]2[CH:20]=[CH:19][C:18]([C:21](O)=[O:22])=[CH:17][CH:16]=2)[CH:14]=1)=[O:7])([CH3:4])([CH3:3])[CH3:2].[CH:25]1([CH2:28][NH2:29])[CH2:27][CH2:26]1.CCN(C(C)C)C(C)C.CN(C(ON1N=NC2C=CC=NC1=2)=[N+](C)C)C.F[P-](F)(F)(F)(F)F. The catalyst is C1COCC1. The product is [C:1]([O:5][C:6]([NH:8][C:9]1[CH:10]=[CH:11][C:12]([CH3:24])=[C:13]([C:15]2[CH:20]=[CH:19][C:18]([C:21]([NH:29][CH2:28][CH:25]3[CH2:27][CH2:26]3)=[O:22])=[CH:17][CH:16]=2)[CH:14]=1)=[O:7])([CH3:2])([CH3:3])[CH3:4]. The yield is 0.900. (7) The reactants are [CH2:1]([N:3]1[C:12]2[C:7](=[CH:8][C:9]3[O:16][CH2:15][CH2:14][O:13][C:10]=3[CH:11]=2)[CH:6]([C:17]2[CH:22]=[CH:21][CH:20]=[CH:19][CH:18]=2)[NH:5][C:4]1=[S:23])[CH3:2]. The catalyst is C(Cl)(Cl)Cl.O=[Mn]=O. The product is [CH2:1]([N:3]1[C:12]2[C:7](=[CH:8][C:9]3[O:16][CH2:15][CH2:14][O:13][C:10]=3[CH:11]=2)[C:6]([C:17]2[CH:18]=[CH:19][CH:20]=[CH:21][CH:22]=2)=[N:5][C:4]1=[S:23])[CH3:2]. The yield is 0.460. (8) The reactants are [NH2:1][C:2]1[CH:7]=[CH:6][C:5]([NH:8][S:9]([CH3:12])(=[O:11])=[O:10])=[CH:4][C:3]=1[S:13]([NH2:16])(=[O:15])=[O:14].Cl[C:18](=[O:24])[CH2:19][C:20]([O:22][CH3:23])=[O:21]. The catalyst is O1CCCC1. The product is [CH3:23][O:22][C:20](=[O:21])[CH2:19][C:18]([NH:1][C:2]1[CH:7]=[CH:6][C:5]([NH:8][S:9]([CH3:12])(=[O:10])=[O:11])=[CH:4][C:3]=1[S:13](=[O:14])(=[O:15])[NH2:16])=[O:24]. The yield is 0.720.